From a dataset of HIV replication inhibition screening data with 41,000+ compounds from the AIDS Antiviral Screen. Binary Classification. Given a drug SMILES string, predict its activity (active/inactive) in a high-throughput screening assay against a specified biological target. (1) The drug is O=[N+]([O-])C(=C(Cl)NCCO)C(Cl)=C(Cl)Br. The result is 0 (inactive). (2) The drug is Cc1cccc(-c2nc3ccc([N+](=O)[O-])cc3c(=O)o2)c1. The result is 0 (inactive). (3) The drug is COc1c(C(=O)c2ccc([N+](=O)[O-])cc2)cc(C(C)(C)C)cc1C(C)(C)C. The result is 0 (inactive). (4) The compound is CC1CCC(=O)NCCCCC(=O)N1. The result is 0 (inactive).